Dataset: Forward reaction prediction with 1.9M reactions from USPTO patents (1976-2016). Task: Predict the product of the given reaction. (1) Given the reactants [Cl-].[Mg+2].[Cl-].[CH3:4][O:5][C:6](=[O:21])[C:7]([C:14]1[CH:19]=[CH:18][C:17]([OH:20])=[CH:16][CH:15]=1)([CH2:11][O:12][CH3:13])[CH2:8][O:9][CH3:10].[CH2:22]=[O:23].C(N(CC)CC)C.Cl, predict the reaction product. The product is: [CH3:4][O:5][C:6](=[O:21])[C:7]([C:14]1[CH:15]=[CH:16][C:17]([OH:20])=[C:18]([CH:22]=[O:23])[CH:19]=1)([CH2:11][O:12][CH3:13])[CH2:8][O:9][CH3:10]. (2) Given the reactants [NH2:1][OH:2].CO.[C:5]([C:7]1[CH:8]=[CH:9][C:10]([C:13]2[CH:27]=[CH:26][C:16]([O:17][CH2:18][C:19]([CH3:25])([CH3:24])[C:20]([O:22][CH3:23])=[O:21])=[CH:15][CH:14]=2)=[N:11][CH:12]=1)#[N:6], predict the reaction product. The product is: [NH2:6][C:5](=[N:1][OH:2])[C:7]1[CH:8]=[CH:9][C:10]([C:13]2[CH:27]=[CH:26][C:16]([O:17][CH2:18][C:19]([CH3:25])([CH3:24])[C:20]([O:22][CH3:23])=[O:21])=[CH:15][CH:14]=2)=[N:11][CH:12]=1.